Dataset: Forward reaction prediction with 1.9M reactions from USPTO patents (1976-2016). Task: Predict the product of the given reaction. Given the reactants [Cl:1][C:2]1[CH:7]=[CH:6][C:5]([S:8]([NH:11][C:12]2[C:13]([C:19]([C:21]3[CH:26]=[CH:25][CH:24]=[C:23](Cl)[N:22]=3)=[O:20])=[N:14][CH:15]=[C:16]([Cl:18])[CH:17]=2)(=[O:10])=[O:9])=[CH:4][C:3]=1[C:28]([F:31])([F:30])[F:29].C(O)=[O:33].O.C(=O)(O)[O-].[Na+], predict the reaction product. The product is: [Cl:1][C:2]1[CH:7]=[CH:6][C:5]([S:8]([NH:11][C:12]2[C:13]([C:19]([C:21]3[CH:26]=[CH:25][CH:24]=[C:23]([OH:33])[N:22]=3)=[O:20])=[N:14][CH:15]=[C:16]([Cl:18])[CH:17]=2)(=[O:9])=[O:10])=[CH:4][C:3]=1[C:28]([F:29])([F:30])[F:31].